This data is from Catalyst prediction with 721,799 reactions and 888 catalyst types from USPTO. The task is: Predict which catalyst facilitates the given reaction. (1) Reactant: Cl.C([N:4]=C=NCCCN(C)C)C.O.ON1C2C=CC=CC=2N=N1.[C:24]([O:28][C:29]([N:31]1[CH2:36][CH2:35][C:34]([CH3:40])([C:37](O)=[O:38])[CH2:33][CH2:32]1)=[O:30])([CH3:27])([CH3:26])[CH3:25].C(N(C(C)C)CC)(C)C.N. Product: [C:37]([C:34]1([CH3:40])[CH2:35][CH2:36][N:31]([C:29]([O:28][C:24]([CH3:27])([CH3:26])[CH3:25])=[O:30])[CH2:32][CH2:33]1)(=[O:38])[NH2:4]. The catalyst class is: 98. (2) Reactant: [CH3:1][O:2][C:3]([C:5]1[CH:13]=[C:12]2[C:8]([C:9]([CH:14]=O)=[CH:10][NH:11]2)=[CH:7][CH:6]=1)=[O:4].[O:16]1[CH2:21][CH2:20][N:19]([C:22]2[CH:28]=[CH:27][C:25]([NH2:26])=[CH:24][CH:23]=2)[CH2:18][CH2:17]1.C([Sn](Cl)(Cl)CCCC)CCC.C1([SiH3])C=CC=CC=1. Product: [CH3:1][O:2][C:3]([C:5]1[CH:13]=[C:12]2[C:8]([C:9]([CH2:14][NH:26][C:25]3[CH:24]=[CH:23][C:22]([N:19]4[CH2:20][CH2:21][O:16][CH2:17][CH2:18]4)=[CH:28][CH:27]=3)=[CH:10][NH:11]2)=[CH:7][CH:6]=1)=[O:4]. The catalyst class is: 1.